This data is from Catalyst prediction with 721,799 reactions and 888 catalyst types from USPTO. The task is: Predict which catalyst facilitates the given reaction. Reactant: [Cl:1][C:2]1[N:7]=[C:6](Cl)[CH:5]=[C:4]([CH2:9][S:10]([CH3:13])(=[O:12])=[O:11])[N:3]=1.C(N(CC)CC)C.[NH:21]1[CH2:26][CH2:25][O:24][CH2:23][CH2:22]1. Product: [Cl:1][C:2]1[N:3]=[C:4]([CH2:9][S:10]([CH3:13])(=[O:12])=[O:11])[CH:5]=[C:6]([N:21]2[CH2:26][CH2:25][O:24][CH2:23][CH2:22]2)[N:7]=1. The catalyst class is: 2.